From a dataset of Reaction yield outcomes from USPTO patents with 853,638 reactions. Predict the reaction yield, written as a fraction of the theoretical maximum amount of product (1.0 means a 100% yield; for example, 0.34 means a 34% yield). (1) The reactants are [CH3:1][C:2]1([CH3:23])[O:7][CH:6]([CH2:8][S:9][CH3:10])[CH:5]([CH2:11][NH:12][C:13](=O)OCC2C=CC=CC=2)[CH2:4][O:3]1.[H-].[Al+3].[Li+].[H-].[H-].[H-].O.[OH-].[Na+]. The catalyst is C1COCC1.C(Cl)Cl.CO. The product is [NH3:12].[CH3:2][OH:3].[CH3:1][C:2]1([CH3:23])[O:7][CH:6]([CH2:8][S:9][CH3:10])[CH:5]([CH2:11][NH:12][CH3:13])[CH2:4][O:3]1. The yield is 0.0500. (2) The reactants are [NH2:1][C:2]1[N:6]([C:7]2[CH:8]=[C:9]([CH:13]=[CH:14][C:15]=2[CH3:16])[C:10](O)=[O:11])[N:5]=[CH:4][C:3]=1[C:17](=[O:26])[C:18]1[CH:23]=[CH:22][CH:21]=[C:20]([O:24][CH3:25])[CH:19]=1.C[CH2:28][N:29]=C=NCCCN(C)C.C1C=CC2N(O)N=NC=2C=1.C(N(C(C)C)CC)(C)C.Cl.CN. The catalyst is CN(C=O)C.CCOC(C)=O. The product is [NH2:1][C:2]1[N:6]([C:7]2[CH:8]=[C:9]([CH:13]=[CH:14][C:15]=2[CH3:16])[C:10]([NH:29][CH3:28])=[O:11])[N:5]=[CH:4][C:3]=1[C:17](=[O:26])[C:18]1[CH:23]=[CH:22][CH:21]=[C:20]([O:24][CH3:25])[CH:19]=1. The yield is 0.320. (3) The reactants are COC(C1C=C(NS(C2C=CC(C)=CC=2)(=O)=O)C2C(=C(OCC3C=CC=CC=3)C=CC=2)N=1)=O.[CH3:34][O:35][C:36]([C:38]1[CH:47]=[C:46]([O:48]CC2C=CC=CC=2)[C:45]2[C:40](=[C:41]([N:56]([CH3:58])[CH3:57])[CH:42]=[CH:43][CH:44]=2)[N:39]=1)=[O:37]. No catalyst specified. The product is [CH3:34][O:35][C:36]([C:38]1[CH:47]=[C:46]([OH:48])[C:45]2[C:40](=[C:41]([N:56]([CH3:57])[CH3:58])[CH:42]=[CH:43][CH:44]=2)[N:39]=1)=[O:37]. The yield is 0.740.